From a dataset of Full USPTO retrosynthesis dataset with 1.9M reactions from patents (1976-2016). Predict the reactants needed to synthesize the given product. (1) Given the product [O:29]1[CH:30]=[CH:31][CH:32]=[C:28]1[CH2:27][O:26][CH2:25][CH:23]([OH:22])[CH2:24][N:1]1[CH2:2][CH2:3][C:4]2([O:11][C:10]3[C:12]4[C:17]([C:18](=[O:21])[C:19](=[O:20])[C:9]=3[S:8][CH2:7]2)=[CH:16][CH:15]=[CH:14][CH:13]=4)[CH2:5][CH2:6]1, predict the reactants needed to synthesize it. The reactants are: [NH:1]1[CH2:6][CH2:5][C:4]2([O:11][C:10]3[C:12]4[C:17]([C:18](=[O:21])[C:19](=[O:20])[C:9]=3[S:8][CH2:7]2)=[CH:16][CH:15]=[CH:14][CH:13]=4)[CH2:3][CH2:2]1.[O:22]1[CH2:24][CH:23]1[CH2:25][O:26][CH2:27][C:28]1[O:29][CH:30]=[CH:31][CH:32]=1. (2) Given the product [C:34]([C:32]1[CH:31]=[C:28]([CH:29]=[O:30])[C:27]([OH:38])=[C:26]([C:43]2[CH:42]=[CH:41][C:40]([Cl:39])=[C:45]([Cl:46])[CH:44]=2)[CH:33]=1)([CH3:37])([CH3:36])[CH3:35], predict the reactants needed to synthesize it. The reactants are: C(C1C=C(C=O)C(O)=C(C2C=CC(OC(F)(F)F)=CC=2)C=1)(C)(C)C.Br[C:26]1[C:27]([OH:38])=[C:28]([CH:31]=[C:32]([C:34]([CH3:37])([CH3:36])[CH3:35])[CH:33]=1)[CH:29]=[O:30].[Cl:39][C:40]1[CH:41]=[C:42](B(O)O)[CH:43]=[CH:44][C:45]=1[Cl:46]. (3) Given the product [ClH:1].[ClH:1].[OH:12][C:13]1[CH:14]=[CH:15][C:16]([C:19]2[C:21]([C:23]3[CH:24]=[CH:25][C:26]([OH:29])=[CH:27][CH:28]=3)=[N:10][C:4]3[C:3](=[CH:8][CH:7]=[C:6]([NH2:9])[CH:5]=3)[N:11]=2)=[CH:17][CH:18]=1, predict the reactants needed to synthesize it. The reactants are: [ClH:1].Cl.[C:3]1([NH2:11])[C:4]([NH2:10])=[CH:5][C:6]([NH2:9])=[CH:7][CH:8]=1.[OH:12][C:13]1[CH:18]=[CH:17][C:16]([C:19]([C:21]([C:23]2[CH:28]=[CH:27][C:26]([OH:29])=[CH:25][CH:24]=2)=O)=O)=[CH:15][CH:14]=1. (4) Given the product [CH2:16]([O:1][C:2]1[CH:9]=[CH:8][C:5]([CH2:6][OH:7])=[CH:4][CH:3]=1)[C:17]1[CH:22]=[CH:21][CH:20]=[CH:19][CH:18]=1, predict the reactants needed to synthesize it. The reactants are: [OH:1][C:2]1[CH:9]=[CH:8][C:5]([CH2:6][OH:7])=[CH:4][CH:3]=1.C(=O)([O-])[O-].[K+].[K+].[CH2:16](Br)[C:17]1[CH:22]=[CH:21][CH:20]=[CH:19][CH:18]=1. (5) Given the product [Cl:21][C:18]1[CH:17]=[CH:16][C:15]([C:11]2[C:9]3[O:10][C@:5]([CH2:4][NH2:1])([CH3:22])[CH2:6][O:7][C:8]=3[CH:14]=[CH:13][CH:12]=2)=[CH:20][CH:19]=1, predict the reactants needed to synthesize it. The reactants are: [N:1]([CH2:4][C@:5]1([CH3:22])[O:10][C:9]2[C:11]([C:15]3[CH:20]=[CH:19][C:18]([Cl:21])=[CH:17][CH:16]=3)=[CH:12][CH:13]=[CH:14][C:8]=2[O:7][CH2:6]1)=[N+]=[N-].C1(P(C2C=CC=CC=2)C2C=CC=CC=2)C=CC=CC=1. (6) Given the product [Cl:1][C:2]1[C:47]([CH3:48])=[N:4][O:5][C:6]=1[N:7]([CH2:35][O:36][CH2:37][CH2:38][O:39][CH3:40])[S:8]([C:11]1[C:19]2[C:14](=[N:15][CH:16]=[CH:17][CH:18]=2)[S:13][C:12]=1[CH2:20][C:21]1[C:22]2[C:27](=[CH:26][CH:25]=[CH:24][CH:23]=2)[CH:28]=[CH:29][CH:30]=1)(=[O:10])=[O:9], predict the reactants needed to synthesize it. The reactants are: [Cl:1][C:2]1C(C)=[N:4][O:5][C:6]=1[N:7]([CH2:35][O:36][CH2:37][CH2:38][O:39][CH3:40])[S:8]([C:11]1[C:19]2[C:14](=[N:15][CH:16]=[CH:17][CH:18]=2)[S:13][C:12]=1[CH2:20][C:21]1[CH:30]=[CH:29][C:28]2[C:23](=[CH:24][CH:25]=[CH:26][CH:27]=2)[C:22]=1OC(=O)C)(=[O:10])=[O:9].C([SiH]([CH2:47][CH3:48])CC)C.B(F)(F)F.CCOCC. (7) Given the product [C:57]1([CH2:63][CH2:64][C@H:65]([Si:17]([CH2:22][CH3:23])([CH2:20][CH3:21])[CH2:18][CH3:19])[CH2:66][I:67])[CH:58]=[CH:59][CH:60]=[CH:61][CH:62]=1, predict the reactants needed to synthesize it. The reactants are: C1(S(C[C@H]2[C@H](O[Si:17]([CH2:22][CH3:23])([CH2:20][CH3:21])[CH2:18][CH3:19])C[C@H](O[Si:17]([CH2:22][CH3:23])([CH2:20][CH3:21])[CH2:18][CH3:19])[C@@H]2C/C=C\CCCC23OCC(C)(CO2)CO3)(=O)=O)C=CC=CC=1.C[Si]([N-][Si](C)(C)C)(C)C.[Li+].[C:57]1([CH2:63][CH2:64][C@H:65](O[Si](CC)(CC)CC)[CH2:66][I:67])[CH:62]=[CH:61][CH:60]=[CH:59][CH:58]=1. (8) The reactants are: [H-].[Na+].[F:3][C:4]([F:23])([F:22])[C:5]1[CH:10]=[CH:9][C:8]([C:11]2[CH:12]=[C:13]3[C:18](=[CH:19][CH:20]=2)[NH:17][C:16](=[O:21])[CH2:15][CH2:14]3)=[CH:7][CH:6]=1.Br[CH2:25][C:26]1[CH:38]=[CH:37][C:29]([C:30]([O:32]C(C)(C)C)=[O:31])=[CH:28][CH:27]=1.Cl.O1CCOCC1. Given the product [O:21]=[C:16]1[CH2:15][CH2:14][C:13]2[C:18](=[CH:19][CH:20]=[C:11]([C:8]3[CH:7]=[CH:6][C:5]([C:4]([F:3])([F:22])[F:23])=[CH:10][CH:9]=3)[CH:12]=2)[N:17]1[CH2:25][C:26]1[CH:38]=[CH:37][C:29]([C:30]([OH:32])=[O:31])=[CH:28][CH:27]=1, predict the reactants needed to synthesize it.